Task: Predict the product of the given reaction.. Dataset: Forward reaction prediction with 1.9M reactions from USPTO patents (1976-2016) (1) Given the reactants O[CH2:2][NH:3][C:4](=[O:9])[C:5]([CH3:8])([CH3:7])[CH3:6].C(Cl)(=O)C([Cl:13])=O, predict the reaction product. The product is: [Cl:13][CH2:2][NH:3][C:4](=[O:9])[C:5]([CH3:8])([CH3:7])[CH3:6]. (2) Given the reactants CS(O[CH2:6][CH2:7][O:8][C:9]1[C:17]2[C:12](=[N:13][CH:14]=[N:15][C:16]=2[NH:18][C:19]2[CH:24]=[CH:23][C:22]([O:25][CH2:26][C:27]3[CH:32]=[CH:31][CH:30]=[C:29]([F:33])[CH:28]=3)=[C:21]([O:34][CH3:35])[CH:20]=2)[NH:11][N:10]=1)(=O)=O.[OH:36][CH:37]1[CH2:42][CH2:41][NH:40][CH2:39][CH2:38]1, predict the reaction product. The product is: [F:33][C:29]1[CH:28]=[C:27]([CH:32]=[CH:31][CH:30]=1)[CH2:26][O:25][C:22]1[CH:23]=[CH:24][C:19]([NH:18][C:16]2[N:15]=[CH:14][N:13]=[C:12]3[NH:11][N:10]=[C:9]([O:8][CH2:7][CH2:6][N:40]4[CH2:41][CH2:42][CH:37]([OH:36])[CH2:38][CH2:39]4)[C:17]=23)=[CH:20][C:21]=1[O:34][CH3:35]. (3) Given the reactants [Cl:1][C:2]1[CH:10]=[C:9]2[C:5]([CH:6]=[CH:7][NH:8]2)=[CH:4][CH:3]=1.[Cl-].C([Al+]CC)C.[Cl:17][C:18]1[N:26]=[CH:25][CH:24]=[CH:23][C:19]=1[C:20](Cl)=[O:21], predict the reaction product. The product is: [Cl:1][C:2]1[CH:10]=[C:9]2[C:5]([C:6]([C:20]([C:19]3[C:18]([Cl:17])=[N:26][CH:25]=[CH:24][CH:23]=3)=[O:21])=[CH:7][NH:8]2)=[CH:4][CH:3]=1. (4) Given the reactants [Br:1][C:2]1[CH:3]=[CH:4][C:5](I)=[N:6][CH:7]=1.C([Mg]Cl)(C)C.[C:14]1([S:20]([N:23]2[C:27]3=[N:28][CH:29]=[CH:30][CH:31]=[C:26]3[CH:25]=[C:24]2[C:32](=[O:39])[CH2:33][CH:34]2[CH2:38][CH2:37][CH2:36][CH2:35]2)(=[O:22])=[O:21])[CH:19]=[CH:18][CH:17]=[CH:16][CH:15]=1, predict the reaction product. The product is: [C:14]1([S:20]([N:23]2[C:27]3=[N:28][CH:29]=[CH:30][CH:31]=[C:26]3[CH:25]=[C:24]2[C:32]([C:5]2[CH:4]=[CH:3][C:2]([Br:1])=[CH:7][N:6]=2)([OH:39])[CH2:33][CH:34]2[CH2:35][CH2:36][CH2:37][CH2:38]2)(=[O:21])=[O:22])[CH:15]=[CH:16][CH:17]=[CH:18][CH:19]=1. (5) Given the reactants [CH3:1][O:2][C:3](=[O:18])[C@@H:4]1[C@H:9]([OH:10])[CH2:8][CH2:7][CH2:6][N:5]1[C:11]([O:13][C:14]([CH3:17])([CH3:16])[CH3:15])=[O:12].CCN(C(C)C)C(C)C.[Si:28](Cl)([C:31]([CH3:34])([CH3:33])[CH3:32])([CH3:30])[CH3:29], predict the reaction product. The product is: [CH3:1][O:2][C:3](=[O:18])[C@@H:4]1[C@H:9]([O:10][Si:28]([C:31]([CH3:34])([CH3:33])[CH3:32])([CH3:30])[CH3:29])[CH2:8][CH2:7][CH2:6][N:5]1[C:11]([O:13][C:14]([CH3:15])([CH3:17])[CH3:16])=[O:12].